This data is from Catalyst prediction with 721,799 reactions and 888 catalyst types from USPTO. The task is: Predict which catalyst facilitates the given reaction. (1) Reactant: [CH3:1][C:2]([C:4]1[CH:9]=[CH:8][C:7]([C:10]([F:13])([F:12])[F:11])=[CH:6][CH:5]=1)=O.Cl.C[O:16][NH2:17]. Product: [F:11][C:10]([F:13])([F:12])[C:7]1[CH:8]=[CH:9][C:4]([C:2](=[N:17][OH:16])[CH3:1])=[CH:5][CH:6]=1. The catalyst class is: 17. (2) The catalyst class is: 261. Reactant: C([N:8]1[CH2:16][C:15]2[C:10](=[CH:11][CH:12]=[C:13]([F:17])[CH:14]=2)[CH2:9]1)C1C=CC=CC=1.[H][H].CC(C)=O.[ClH:24]. Product: [ClH:24].[F:17][C:13]1[CH:14]=[C:15]2[C:10](=[CH:11][CH:12]=1)[CH2:9][NH:8][CH2:16]2.